This data is from Reaction yield outcomes from USPTO patents with 853,638 reactions. The task is: Predict the reaction yield, written as a fraction of the theoretical maximum amount of product (1.0 means a 100% yield; for example, 0.34 means a 34% yield). (1) The reactants are [NH:1]1[CH2:4][CH:3]([C:5]2[CH:10]=[CH:9][C:8]([C:11]3[CH:12]=[C:13]4[C:17](=[CH:18][C:19]=3[Cl:20])[NH:16][CH:15]=[C:14]4[CH:21]=[O:22])=[CH:7][CH:6]=2)[CH2:2]1.P([O-])(O)(O)=[O:24].[Na+].Cl([O-])=O.[Na+].S([O-])([O-])=O.[Na+].[Na+]. The catalyst is CC(=CC)C.CC(O)(C)C.O. The product is [NH:1]1[CH2:4][CH:3]([C:5]2[CH:10]=[CH:9][C:8]([C:11]3[CH:12]=[C:13]4[C:17](=[CH:18][C:19]=3[Cl:20])[NH:16][CH:15]=[C:14]4[C:21]([OH:24])=[O:22])=[CH:7][CH:6]=2)[CH2:2]1. The yield is 0.100. (2) The reactants are [F:1][C:2]1[CH:7]=[C:6]([I:8])[CH:5]=[CH:4][C:3]=1[NH:9][C:10]1[N:15]2[CH:16]=[N:17][CH:18]=[C:14]2[CH:13]=[N:12][C:11]=1[C:19]([OH:21])=O.Cl.[NH2:23][O:24][CH2:25][C@@H:26]([OH:28])[CH3:27].CCN(C(C)C)C(C)C.C1C=CC2N(O)N=NC=2C=1.CCN=C=NCCCN(C)C. The catalyst is CN(C=O)C.C(OCC)(=O)C. The product is [OH:28][C@@H:26]([CH3:27])[CH2:25][O:24][NH:23][C:19]([C:11]1[N:12]=[CH:13][C:14]2[N:15]([CH:16]=[N:17][CH:18]=2)[C:10]=1[NH:9][C:3]1[CH:4]=[CH:5][C:6]([I:8])=[CH:7][C:2]=1[F:1])=[O:21]. The yield is 0.106. (3) The reactants are [CH3:1][O:2][C:3]1[CH:18]=[CH:17][C:6]2[CH:7]3[C:14]4([CH2:15][CH2:16][C:5]=2[CH:4]=1)[CH:10]([CH2:11][NH:12][CH2:13]4)[CH2:9][CH2:8]3.C(N(CC)CC)C.[C:26](OC(=O)C)(=[O:28])[CH3:27]. The catalyst is C(Cl)Cl. The product is [CH3:1][O:2][C:3]1[CH:18]=[CH:17][C:6]2[CH:7]3[C:14]4([CH2:15][CH2:16][C:5]=2[CH:4]=1)[CH:10]([CH2:11][N:12]([C:26](=[O:28])[CH3:27])[CH2:13]4)[CH2:9][CH2:8]3. The yield is 1.00.